This data is from Peptide-MHC class II binding affinity with 134,281 pairs from IEDB. The task is: Regression. Given a peptide amino acid sequence and an MHC pseudo amino acid sequence, predict their binding affinity value. This is MHC class II binding data. (1) The peptide sequence is EIKYFAATQFEPLAA. The MHC is DRB1_0701 with pseudo-sequence DRB1_0701. The binding affinity (normalized) is 0.760. (2) The peptide sequence is DELQIVDKIDAAFKI. The MHC is DRB5_0101 with pseudo-sequence DRB5_0101. The binding affinity (normalized) is 0.687. (3) The peptide sequence is DAFVTALTEALRV. The MHC is DRB1_0801 with pseudo-sequence DRB1_0801. The binding affinity (normalized) is 0. (4) The peptide sequence is LTSQFFLPALPVFTWL. The MHC is DRB1_0101 with pseudo-sequence DRB1_0101. The binding affinity (normalized) is 0.957. (5) The MHC is DRB3_0202 with pseudo-sequence DRB3_0202. The peptide sequence is LEKGRLYQIKIQYQRENPTE. The binding affinity (normalized) is 0.389. (6) The peptide sequence is NSFQIEEFGTGVFTT. The MHC is DRB1_0801 with pseudo-sequence DRB1_0801. The binding affinity (normalized) is 0.202. (7) The peptide sequence is SYLIRALTLNTMTKD. The MHC is DRB1_0405 with pseudo-sequence DRB1_0405. The binding affinity (normalized) is 0.440. (8) The peptide sequence is LQVLKEVKAAASKVKANL. The MHC is DRB1_0101 with pseudo-sequence DRB1_0101. The binding affinity (normalized) is 0. (9) The peptide sequence is VIIHGLHLYGCSTSV. The MHC is HLA-DQA10501-DQB10201 with pseudo-sequence HLA-DQA10501-DQB10201. The binding affinity (normalized) is 0.121. (10) The peptide sequence is CTMLVCGDDLVVICESAGVQ. The MHC is DRB1_0101 with pseudo-sequence DRB1_0101. The binding affinity (normalized) is 0.424.